Dataset: Reaction yield outcomes from USPTO patents with 853,638 reactions. Task: Predict the reaction yield, written as a fraction of the theoretical maximum amount of product (1.0 means a 100% yield; for example, 0.34 means a 34% yield). The reactants are [O:1]=[C:2]1[NH:6][C:5](=[O:7])[C:4](=[CH:8][C:9]2[C:17]3[C:12](=[CH:13][CH:14]=[CH:15][CH:16]=3)[N:11]([CH2:18][C:19]([OH:21])=O)[CH:10]=2)[S:3]1.Cl.C(N=C=NCCCN(C)C)C.ON1C2C=CC=CC=2N=N1.[Cl:44][C:45]1[CH:52]=[CH:51][C:48]([CH2:49][NH2:50])=[CH:47][CH:46]=1.CCN(C(C)C)C(C)C. The catalyst is CN1C(=O)CCC1.C(OCC)(=O)C. The product is [Cl:44][C:45]1[CH:52]=[CH:51][C:48]([CH2:49][NH:50][C:19](=[O:21])[CH2:18][N:11]2[C:12]3[C:17](=[CH:16][CH:15]=[CH:14][CH:13]=3)[C:9]([CH:8]=[C:4]3[S:3][C:2](=[O:1])[NH:6][C:5]3=[O:7])=[CH:10]2)=[CH:47][CH:46]=1. The yield is 0.570.